Dataset: Forward reaction prediction with 1.9M reactions from USPTO patents (1976-2016). Task: Predict the product of the given reaction. (1) The product is: [CH2:1]([C@H:4]1[CH2:9][CH2:8][C@H:7]([C@H:10]2[CH2:15][CH2:14][C@H:13]([C:16]([O:18][C:19]3[CH:24]=[CH:23][C:22]([O:25][CH3:26])=[C:21]([C:27]([F:30])([F:29])[F:28])[C:20]=3[C:31]([F:34])([F:33])[F:32])=[S:44])[CH2:12][CH2:11]2)[CH2:6][CH2:5]1)[CH2:2][CH3:3]. Given the reactants [CH2:1]([CH:4]1[CH2:9][CH2:8][CH:7]([CH:10]2[CH2:15][CH2:14][CH:13]([C:16]([O:18][C:19]3[CH:24]=[CH:23][C:22]([O:25][CH3:26])=[C:21]([C:27]([F:30])([F:29])[F:28])[C:20]=3[C:31]([F:34])([F:33])[F:32])=O)[CH2:12][CH2:11]2)[CH2:6][CH2:5]1)[CH2:2][CH3:3].COC1C=CC(P2(=S)SP(=S)(C3C=CC(OC)=CC=3)[S:44]2)=CC=1.C1(C)C=C(C)C=C(C)C=1, predict the reaction product. (2) Given the reactants [OH:1][CH2:2][CH2:3][N:4]([CH3:33])[C:5]([C:7]1[CH:15]=[C:14]2[C:10]([C:11]3([CH2:32][CH2:31]3)[CH2:12][N:13]2[C:16]2[N:21]=[CH:20][C:19](B3OC(C)(C)C(C)(C)O3)=[CH:18][N:17]=2)=[CH:9][CH:8]=1)=[O:6].C([O-])([O-])=O.[K+].[K+].Br[C:41]1[CH:46]=[C:45]([O:47][CH3:48])[CH:44]=[CH:43][N:42]=1, predict the reaction product. The product is: [OH:1][CH2:2][CH2:3][N:4]([CH3:33])[C:5]([C:7]1[CH:15]=[C:14]2[C:10]([C:11]3([CH2:32][CH2:31]3)[CH2:12][N:13]2[C:16]2[N:21]=[CH:20][C:19]([C:41]3[CH:46]=[C:45]([O:47][CH3:48])[CH:44]=[CH:43][N:42]=3)=[CH:18][N:17]=2)=[CH:9][CH:8]=1)=[O:6].